Binary Classification. Given a T-cell receptor sequence (or CDR3 region) and an epitope sequence, predict whether binding occurs between them. From a dataset of TCR-epitope binding with 47,182 pairs between 192 epitopes and 23,139 TCRs. (1) The epitope is RAKFKQLL. The TCR CDR3 sequence is CSDGTGDFGTQYF. Result: 1 (the TCR binds to the epitope). (2) The epitope is YEGNSPFHPL. The TCR CDR3 sequence is CASAQIGPYQYF. Result: 0 (the TCR does not bind to the epitope). (3) The epitope is FQPTNGVGY. The TCR CDR3 sequence is CASSFGTGGWSKAFF. Result: 0 (the TCR does not bind to the epitope). (4) The epitope is PKYVKQNTLKLAT. Result: 1 (the TCR binds to the epitope). The TCR CDR3 sequence is CASNNGLAHTPEYF. (5) Result: 0 (the TCR does not bind to the epitope). The TCR CDR3 sequence is CASSLGMGQPQHF. The epitope is SGPLKAEIAQRLED. (6) The epitope is LLLGIGILV. The TCR CDR3 sequence is CATSLQGFGQPQHF. Result: 1 (the TCR binds to the epitope). (7) The epitope is KLNVGDYFV. The TCR CDR3 sequence is CASSPTEGLYEQYF. Result: 1 (the TCR binds to the epitope). (8) The epitope is GILGFVFTL. The TCR CDR3 sequence is CSVRGDGDEQYF. Result: 0 (the TCR does not bind to the epitope). (9) The epitope is SEETGTLIV. The TCR CDR3 sequence is CASSVGTAISSYEQYF. Result: 1 (the TCR binds to the epitope).